This data is from Forward reaction prediction with 1.9M reactions from USPTO patents (1976-2016). The task is: Predict the product of the given reaction. The product is: [CH:30]([N:13]1[C:12]([C:9]2[CH:10]=[C:11]3[C:6]([CH2:5][CH2:4][CH:3]3[N:2]([CH3:22])[CH3:1])=[CH:7][CH:8]=2)=[C:20]([CH3:19])[C:15]([CH3:16])=[N:14]1)([CH3:31])[CH3:29]. Given the reactants [CH3:1][N:2]([CH3:22])[CH:3]1[C:11]2[C:6](=[CH:7][CH:8]=[C:9]([C:12]3[N:13](C)[N:14]=[C:15]4[C:20]=3[CH2:19]CC[CH2:16]4)[CH:10]=2)[CH2:5][CH2:4]1.FC(F)(F)S(O[C:29]1N(C(C)C)N=[C:31](C)[C:30]=1C)(=O)=O.CN(C)C1C2C(=CC=C(B3OC(C)(C)C(C)(C)O3)C=2)CC1.C([O-])([O-])=O.[Na+].[Na+], predict the reaction product.